This data is from Experimental lipophilicity measurements (octanol/water distribution) for 4,200 compounds from AstraZeneca. The task is: Regression/Classification. Given a drug SMILES string, predict its absorption, distribution, metabolism, or excretion properties. Task type varies by dataset: regression for continuous measurements (e.g., permeability, clearance, half-life) or binary classification for categorical outcomes (e.g., BBB penetration, CYP inhibition). For this dataset (lipophilicity_astrazeneca), we predict Y. (1) The Y is 1.02 logD. The drug is Cc1ccc(Nc2c(F)cccc2Cl)c(CC(=O)O)c1. (2) The drug is COc1ccccc1CNCCc1cccc(CCNC[C@H](O)c2ccc(O)c3[nH]c(=O)sc23)c1. The Y is 0.910 logD. (3) The drug is CN(C(=O)C1CCC1)C1CCN(CCC(c2ccccc2)c2ccccc2)CC1. The Y is 3.20 logD. (4) The compound is C[C@H](CO)Nc1nc(SCc2cccc(F)c2F)nc2[nH]c(=O)cnc12. The Y is 3.10 logD. (5) The molecule is CC[C@H](C)[C@@H](CO)NS(=O)(=O)c1ccc(Cl)s1. The Y is 2.70 logD.